This data is from TCR-epitope binding with 47,182 pairs between 192 epitopes and 23,139 TCRs. The task is: Binary Classification. Given a T-cell receptor sequence (or CDR3 region) and an epitope sequence, predict whether binding occurs between them. (1) Result: 0 (the TCR does not bind to the epitope). The epitope is QASQEVKNW. The TCR CDR3 sequence is CASSEYSYSDTQYF. (2) The epitope is FVDGVPFVV. The TCR CDR3 sequence is CATSPGTTYYEQYF. Result: 1 (the TCR binds to the epitope). (3) The epitope is YVLDHLIVV. The TCR CDR3 sequence is CASSKNRVTTDYPNEKLFF. Result: 0 (the TCR does not bind to the epitope). (4) The epitope is FVDGVPFVV. The TCR CDR3 sequence is CASSVNLAGEQFF. Result: 1 (the TCR binds to the epitope). (5) The epitope is IVTDFSVIK. The TCR CDR3 sequence is CASSLTRTDTQYF. Result: 1 (the TCR binds to the epitope).